From a dataset of Catalyst prediction with 721,799 reactions and 888 catalyst types from USPTO. Predict which catalyst facilitates the given reaction. (1) Product: [F:6][C:7]1[CH:8]=[CH:9][C:10]([N:13]([CH3:29])[C:14]([N:16]2[CH:20]=[C:19]([C:21]3[CH:26]=[CH:25][C:24]([OH:27])=[CH:23][CH:22]=3)[N:18]=[CH:17]2)=[O:15])=[CH:11][CH:12]=1. The catalyst class is: 4. Reactant: CO.C(=O)=O.[F:6][C:7]1[CH:12]=[CH:11][C:10]([N:13]([CH3:29])[C:14]([N:16]2[CH:20]=[C:19]([C:21]3[CH:26]=[CH:25][C:24]([O:27]C)=[CH:23][CH:22]=3)[N:18]=[CH:17]2)=[O:15])=[CH:9][CH:8]=1.O. (2) Reactant: Br[C:2]1[CH:3]=[C:4]2[C:11]3([O:15][N:14]([CH3:16])[C:13]([NH2:17])=[N:12]3)[CH2:10][CH:9]([C:18]3[CH:23]=[CH:22][N:21]=[CH:20][CH:19]=3)[O:8][C:5]2=[CH:6][CH:7]=1.[C:24]([C:26]1[CH:27]=[C:28](B(O)O)[CH:29]=[CH:30][CH:31]=1)#[N:25]. Product: [NH2:17][C:13]1[N:14]([CH3:16])[O:15][C:11]2([C:4]3[C:5](=[CH:6][CH:7]=[C:2]([C:30]4[CH:31]=[C:26]([CH:27]=[CH:28][CH:29]=4)[C:24]#[N:25])[CH:3]=3)[O:8][CH:9]([C:18]3[CH:23]=[CH:22][N:21]=[CH:20][CH:19]=3)[CH2:10]2)[N:12]=1. The catalyst class is: 806.